This data is from Forward reaction prediction with 1.9M reactions from USPTO patents (1976-2016). The task is: Predict the product of the given reaction. (1) Given the reactants Br[C:2]1[N:11]=[C:10]([C:12]([O:14][CH3:15])=[O:13])[C:9]([O:16][S:17]([C:20]2[CH:25]=[CH:24][C:23]([CH3:26])=[CH:22][CH:21]=2)(=[O:19])=[O:18])=[C:8]2[C:3]=1[CH:4]=[CH:5][CH:6]=[N:7]2.[CH3:27][NH:28][S:29]([CH2:32][CH3:33])(=[O:31])=[O:30].N1C=CC=CC=1C1C=CC=CN=1, predict the reaction product. The product is: [CH2:32]([S:29]([N:28]([CH3:27])[C:2]1[N:11]=[C:10]([C:12]([O:14][CH3:15])=[O:13])[C:9]([O:16][S:17]([C:20]2[CH:25]=[CH:24][C:23]([CH3:26])=[CH:22][CH:21]=2)(=[O:19])=[O:18])=[C:8]2[C:3]=1[CH:4]=[CH:5][CH:6]=[N:7]2)(=[O:31])=[O:30])[CH3:33]. (2) Given the reactants [NH2:1][C:2]1[C:7]2[CH:8]=[C:9]([C:11]3[CH:20]=[CH:19][C:18]4[CH2:17][C:16](=[O:21])[CH2:15][CH2:14][C:13]=4[CH:12]=3)[S:10][C:6]=2[C:5]([C:22]([NH2:24])=[O:23])=[CH:4][N:3]=1.[BH4-].[Na+], predict the reaction product. The product is: [NH2:1][C:2]1[C:7]2[CH:8]=[C:9]([C:11]3[CH:20]=[CH:19][C:18]4[CH2:17][CH:16]([OH:21])[CH2:15][CH2:14][C:13]=4[CH:12]=3)[S:10][C:6]=2[C:5]([C:22]([NH2:24])=[O:23])=[CH:4][N:3]=1.